This data is from Full USPTO retrosynthesis dataset with 1.9M reactions from patents (1976-2016). The task is: Predict the reactants needed to synthesize the given product. (1) Given the product [CH3:20][C:18]1[NH:17][N:16]=[C:15]([NH:14][C:4]2[N:3]=[C:2]([C:26]3[CH:27]=[CH:28][C:23]([C:22]([F:33])([F:32])[F:21])=[CH:24][CH:25]=3)[C:11]3[C:6]([CH:5]=2)=[CH:7][C:8]([O:12][CH3:13])=[CH:9][CH:10]=3)[CH:19]=1, predict the reactants needed to synthesize it. The reactants are: Cl[C:2]1[C:11]2[C:6](=[CH:7][C:8]([O:12][CH3:13])=[CH:9][CH:10]=2)[CH:5]=[C:4]([NH:14][C:15]2[CH:19]=[C:18]([CH3:20])[NH:17][N:16]=2)[N:3]=1.[F:21][C:22]([F:33])([F:32])[C:23]1[CH:28]=[CH:27][C:26](B(O)O)=[CH:25][CH:24]=1. (2) Given the product [CH3:1][O:2][C:3]1[CH:4]=[CH:5][C:6]2[N:10]([CH3:11])[C:9](=[O:12])[N:8]([CH2:13][C@H:14]3[CH2:15][CH2:16][C@H:17]([C:20]([NH2:25])=[O:21])[CH2:18][CH2:19]3)[C:7]=2[CH:23]=1, predict the reactants needed to synthesize it. The reactants are: [CH3:1][O:2][C:3]1[CH:4]=[CH:5][C:6]2[N:10]([CH3:11])[C:9](=[O:12])[N:8]([CH2:13][C@H:14]3[CH2:19][CH2:18][C@H:17]([C:20](O)=[O:21])[CH2:16][CH2:15]3)[C:7]=2[CH:23]=1.C[N:25]1CCOCC1.[NH4+].[OH-].CCOC(C)=O. (3) Given the product [Br:15][CH:10]([CH3:11])[C:9]([C:6]1[CH:5]=[CH:4][C:3]([C:2]([F:13])([F:14])[F:1])=[CH:8][CH:7]=1)=[O:12], predict the reactants needed to synthesize it. The reactants are: [F:1][C:2]([F:14])([F:13])[C:3]1[CH:8]=[CH:7][C:6]([C:9](=[O:12])[CH2:10][CH3:11])=[CH:5][CH:4]=1.[Br:15]Br.C(=O)([O-])[O-].[Na+].[Na+]. (4) Given the product [CH3:2][C@@H:3]1[CH2:8][CH2:7][N+:6]2=[N:12][O:10][C:9]([O-:11])=[C:5]2[CH2:4]1, predict the reactants needed to synthesize it. The reactants are: Cl.[CH3:2][C@@H:3]1[CH2:8][CH2:7][NH:6][C@@H:5]([C:9]([OH:11])=[O:10])[CH2:4]1.[N:12]([O-])=O.[Na+].FC(F)(F)C(OC(=O)C(F)(F)F)=O. (5) Given the product [Cl:12][C:9]1[CH:10]=[CH:11][C:6]([NH:5][C:27]([NH:26][C:21]2[CH:22]=[CH:23][CH:24]=[CH:25][C:20]=2[O:19][CH3:18])=[O:28])=[C:7]([OH:17])[C:8]=1[S:13]([NH2:16])(=[O:15])=[O:14], predict the reactants needed to synthesize it. The reactants are: NC(N)=O.[NH2:5][C:6]1[C:7]([OH:17])=[C:8]([S:13]([NH2:16])(=[O:15])=[O:14])[C:9]([Cl:12])=[CH:10][CH:11]=1.[CH3:18][O:19][C:20]1[CH:25]=[CH:24][CH:23]=[CH:22][C:21]=1[N:26]=[C:27]=[O:28]. (6) Given the product [Br:1][C:2]1[CH:3]=[C:4]([CH:10]=[C:11]([N+:20]([O-:22])=[O:21])[C:12]=1[N:13]([CH2:30][CH:31]=[C:32]([CH3:34])[CH3:33])[C:14](=[O:19])[C:15]([F:17])([F:18])[F:16])[C:5]([O:7][CH2:8][CH3:9])=[O:6], predict the reactants needed to synthesize it. The reactants are: [Br:1][C:2]1[CH:3]=[C:4]([CH:10]=[C:11]([N+:20]([O-:22])=[O:21])[C:12]=1[NH:13][C:14](=[O:19])[C:15]([F:18])([F:17])[F:16])[C:5]([O:7][CH2:8][CH3:9])=[O:6].C([O-])([O-])=O.[K+].[K+].Br[CH2:30][CH:31]=[C:32]([CH3:34])[CH3:33]. (7) Given the product [F:29][C:4]1[CH:3]=[C:2]([N:30]2[CH2:34][CH2:33][CH2:32][C:31]2=[O:35])[C:7]([F:8])=[CH:6][C:5]=1[N:9]1[CH:14]=[C:13]([O:15][CH3:16])[C:12](=[O:17])[C:11]([C:18]2[N:22]([C:23]3[CH:28]=[CH:27][CH:26]=[CH:25][CH:24]=3)[N:21]=[CH:20][CH:19]=2)=[N:10]1, predict the reactants needed to synthesize it. The reactants are: Br[C:2]1[C:7]([F:8])=[CH:6][C:5]([N:9]2[CH:14]=[C:13]([O:15][CH3:16])[C:12](=[O:17])[C:11]([C:18]3[N:22]([C:23]4[CH:28]=[CH:27][CH:26]=[CH:25][CH:24]=4)[N:21]=[CH:20][CH:19]=3)=[N:10]2)=[C:4]([F:29])[CH:3]=1.[NH:30]1[CH2:34][CH2:33][CH2:32][C:31]1=[O:35].CNCCNC.[O-]P([O-])([O-])=O.[K+].[K+].[K+].